Predict the product of the given reaction. From a dataset of Forward reaction prediction with 1.9M reactions from USPTO patents (1976-2016). (1) Given the reactants [Na].[C:2]([O:6][C:7]([CH2:9][C@@H:10]1[O:15][C:14]([CH3:17])([CH3:16])[O:13][C@H:12]([CH2:18][CH2:19][N:20]([C:28](=O)[C:29]2[CH:34]=[CH:33][C:32]([F:35])=[CH:31][CH:30]=2)[CH:21]([CH:25]([CH3:27])[CH3:26])C(O)=O)[CH2:11]1)=[O:8])([CH3:5])([CH3:4])[CH3:3].[CH2:37]([NH:44][C:45](=[O:69])[CH:46](NS(C1C=CC(C)=CC=1)(=O)=O)[NH:47]S(C1C=CC(C)=CC=1)(=O)=O)[C:38]1[CH:43]=[CH:42][CH:41]=[CH:40][CH:39]=1.CCN=C=NCCCN(C)C.Cl, predict the reaction product. The product is: [CH2:37]([NH:44][C:45]([C:46]1[N:47]=[C:28]([C:29]2[CH:34]=[CH:33][C:32]([F:35])=[CH:31][CH:30]=2)[N:20]([CH2:19][CH2:18][C@@H:12]2[CH2:11][C@H:10]([CH2:9][C:7]([O:6][C:2]([CH3:5])([CH3:4])[CH3:3])=[O:8])[O:15][C:14]([CH3:17])([CH3:16])[O:13]2)[C:21]=1[CH:25]([CH3:26])[CH3:27])=[O:69])[C:38]1[CH:43]=[CH:42][CH:41]=[CH:40][CH:39]=1. (2) Given the reactants [CH3:1][C:2]1[CH:3]=[CH:4][C:5]2[N:6]([CH:8]=[C:9]([C:11]([C:13]3[CH:18]=[CH:17][CH:16]=[CH:15][CH:14]=3)=[O:12])[N:10]=2)[CH:7]=1.[ClH:19].C(OCC)C, predict the reaction product. The product is: [ClH:19].[CH3:1][C:2]1[CH:3]=[CH:4][C:5]2[N:6]([CH:8]=[C:9]([C:11]([C:13]3[CH:18]=[CH:17][CH:16]=[CH:15][CH:14]=3)=[O:12])[N:10]=2)[CH:7]=1. (3) Given the reactants [CH:1]([C:3]1[C:12]2[C:7](=[CH:8][CH:9]=[C:10]([F:13])[CH:11]=2)[N:6]=[CH:5][C:4]=1[F:14])=[CH2:2].[C:15]([O:19][C:20](=[O:28])[NH:21][CH:22]1[CH2:27][CH2:26][NH:25][CH2:24][CH2:23]1)([CH3:18])([CH3:17])[CH3:16], predict the reaction product. The product is: [F:14][C:4]1[CH:5]=[N:6][C:7]2[C:12]([C:3]=1[CH2:1][CH2:2][N:25]1[CH2:24][CH2:23][CH:22]([NH:21][C:20](=[O:28])[O:19][C:15]([CH3:17])([CH3:16])[CH3:18])[CH2:27][CH2:26]1)=[CH:11][C:10]([F:13])=[CH:9][CH:8]=2. (4) Given the reactants [NH2:1][C:2]1[N:7]=[C:6]([C:8]2[O:9][CH:10]=[CH:11][CH:12]=2)[C:5]([C:13]#[N:14])=[C:4]([O:15][CH2:16][C:17]2[C:22]([CH3:23])=[CH:21][CH:20]=[CH:19][N:18]=2)[N:3]=1.[Cl:24]N1C(=O)CCC1=O, predict the reaction product. The product is: [NH2:1][C:2]1[N:7]=[C:6]([C:8]2[O:9][C:10]([Cl:24])=[CH:11][CH:12]=2)[C:5]([C:13]#[N:14])=[C:4]([O:15][CH2:16][C:17]2[C:22]([CH3:23])=[CH:21][CH:20]=[CH:19][N:18]=2)[N:3]=1. (5) Given the reactants [F:1][C:2]([F:15])([F:14])[S:3]([O:6]S(C(F)(F)F)(=O)=O)(=[O:5])=[O:4].[CH2:16]([O:18][C:19]([C:21]1[N:22]([CH3:36])[C:23]([CH3:35])=[C:24]([C:33]#[N:34])[C:25]=1[C:26]1[CH:31]=[CH:30][C:29](O)=[CH:28][CH:27]=1)=[O:20])[CH3:17].N1C=CC=CC=1, predict the reaction product. The product is: [CH2:16]([O:18][C:19]([C:21]1[N:22]([CH3:36])[C:23]([CH3:35])=[C:24]([C:33]#[N:34])[C:25]=1[C:26]1[CH:31]=[CH:30][C:29]([O:6][S:3]([C:2]([F:15])([F:14])[F:1])(=[O:5])=[O:4])=[CH:28][CH:27]=1)=[O:20])[CH3:17]. (6) Given the reactants [NH2:1][C:2]1[S:10][C:5]2[CH2:6][O:7][CH2:8][CH2:9][C:4]=2[C:3]=1[C:11]([C:13]1[CH:18]=[CH:17][C:16]([CH3:19])=[CH:15][CH:14]=1)=O.Cl[Si](C)(C)C.CN([CH:28]=[O:29])C, predict the reaction product. The product is: [CH3:2][C:3]1[C:4]([CH2:5][C:6]([O:29][CH3:28])=[O:7])=[C:11]([C:13]2[CH:18]=[CH:17][C:16]([CH3:19])=[CH:15][CH:14]=2)[C:3]2[C:4]3[CH2:9][CH2:8][O:7][CH2:6][C:5]=3[S:10][C:2]=2[N:1]=1. (7) Given the reactants Br[C:2]1[CH:7]=[C:6]([Cl:8])[N:5]=[N:4][C:3]=1[NH2:9].[CH2:10]([C:13]1[CH:18]=[CH:17][CH:16]=[CH:15][CH:14]=1)[C:11]#[CH:12], predict the reaction product. The product is: [CH2:10]([C:11]1[NH:9][C:3]2[N:4]=[N:5][C:6]([Cl:8])=[CH:7][C:2]=2[CH:12]=1)[C:13]1[CH:18]=[CH:17][CH:16]=[CH:15][CH:14]=1. (8) Given the reactants [CH3:1][O:2][C:3]1[CH:4]=[C:5]2[C:10](=[CH:11][CH:12]=1)[C:9](=[O:13])O[C:7]([CH3:14])=[CH:6]2.[NH2:15][C@H:16]1[CH2:21][CH2:20][C@H:19]([C:22]([OH:24])=[O:23])[CH2:18][CH2:17]1, predict the reaction product. The product is: [CH3:1][O:2][C:3]1[CH:4]=[C:5]2[C:10](=[CH:11][CH:12]=1)[C:9](=[O:13])[N:15]([C@H:16]1[CH2:21][CH2:20][C@H:19]([C:22]([OH:24])=[O:23])[CH2:18][CH2:17]1)[C:7]([CH3:14])=[CH:6]2.